This data is from Reaction yield outcomes from USPTO patents with 853,638 reactions. The task is: Predict the reaction yield, written as a fraction of the theoretical maximum amount of product (1.0 means a 100% yield; for example, 0.34 means a 34% yield). (1) The reactants are [CH2:1]([O:3][C:4]([C:6]1[S:10][C:9]([NH2:11])=[N:8][C:7]=1[CH2:12][CH2:13][CH3:14])=[O:5])[CH3:2].[O:15]1[C:19]2[CH:20]=[CH:21][C:22]([C:24]3([C:27](O)=[O:28])[CH2:26][CH2:25]3)=[CH:23][C:18]=2[O:17][CH2:16]1.C(N(CC)CC)C.F[P-](F)(F)(F)(F)F.N1(OC(N(C)C)=[N+](C)C)C2N=CC=CC=2N=N1. The catalyst is C(#N)C. The product is [CH2:1]([O:3][C:4]([C:6]1[S:10][C:9]([NH:11][C:27]([C:24]2([C:22]3[CH:21]=[CH:20][C:19]4[O:15][CH2:16][O:17][C:18]=4[CH:23]=3)[CH2:26][CH2:25]2)=[O:28])=[N:8][C:7]=1[CH2:12][CH2:13][CH3:14])=[O:5])[CH3:2]. The yield is 0.610. (2) The reactants are Cl.[NH2:2][CH2:3][C:4]1[CH:12]=[CH:11][CH:10]=[C:9]2[C:5]=1[C:6](=[O:22])[N:7]([CH:14]1[CH2:19][CH2:18][C:17](=[O:20])[NH:16][C:15]1=[O:21])[C:8]2=[O:13].[Cl:23][C:24]1[CH:25]=[C:26]([N:31]=[C:32]=[O:33])[CH:27]=[CH:28][C:29]=1[CH3:30].C(N(C(C)C)CC)(C)C. The catalyst is N1C=CC=CC=1. The product is [Cl:23][C:24]1[CH:25]=[C:26]([NH:31][C:32]([NH:2][CH2:3][C:4]2[CH:12]=[CH:11][CH:10]=[C:9]3[C:5]=2[C:6](=[O:22])[N:7]([CH:14]2[CH2:19][CH2:18][C:17](=[O:20])[NH:16][C:15]2=[O:21])[C:8]3=[O:13])=[O:33])[CH:27]=[CH:28][C:29]=1[CH3:30]. The yield is 0.900. (3) The reactants are [C:1]([NH:4][C:5]1[CH:10]=[C:9]([C:11]2[S:15][C:14]([C:16]([NH2:18])=O)=[C:13]([CH2:19][C:20]3[CH:25]=[CH:24][C:23]([Cl:26])=[CH:22][CH:21]=3)[C:12]=2[C:27]#[N:28])[CH:8]=[CH:7][N:6]=1)(=[O:3])[CH3:2].COC(OC)[N:32]([CH3:34])C.[NH2:37]N. The product is [Cl:26][C:23]1[CH:22]=[CH:21][C:20]([CH2:19][C:13]2[C:12]([C:27]#[N:28])=[C:11]([C:9]3[CH:8]=[CH:7][N:6]=[C:5]([NH:4][C:1](=[O:3])[CH3:2])[CH:10]=3)[S:15][C:14]=2[C:16]2[NH:18][CH:34]=[N:32][N:37]=2)=[CH:25][CH:24]=1. The catalyst is C1(C)C=CC=CC=1. The yield is 0.480. (4) The reactants are [Cl:1][C:2]1[CH:3]=[C:4]([CH:13]=[CH:14][CH:15]=1)[O:5][C:6]1[S:10][C:9]([CH2:11][NH2:12])=[CH:8][CH:7]=1.[N:16]1[CH:17]=[CH:18][N:19]2[CH:24]=[C:23]([C:25](O)=[O:26])[CH:22]=[CH:21][C:20]=12.F[P-](F)(F)(F)(F)F.N1(O[P+](N(C)C)(N(C)C)N(C)C)C2C=CC=CC=2N=N1.C(N(CC)CC)C. The catalyst is CN(C)C=O.O. The product is [Cl:1][C:2]1[CH:3]=[C:4]([CH:13]=[CH:14][CH:15]=1)[O:5][C:6]1[S:10][C:9]([CH2:11][NH:12][C:25]([C:23]2[CH:22]=[CH:21][C:20]3[N:19]([CH:18]=[CH:17][N:16]=3)[CH:24]=2)=[O:26])=[CH:8][CH:7]=1. The yield is 0.890. (5) The reactants are CO[C:3](=[O:22])[C:4]1[CH:9]=[CH:8][C:7]([O:10][CH2:11][C:12]2[C:13]([CH2:18][CH2:19][CH2:20][CH3:21])=[N:14][O:15][C:16]=2[CH3:17])=[N:6][CH:5]=1.[CH:23]1([NH2:26])[CH2:25][CH2:24]1. No catalyst specified. The product is [CH2:18]([C:13]1[C:12]([CH2:11][O:10][C:7]2[CH:8]=[CH:9][C:4]([C:3]([NH:26][CH:23]3[CH2:25][CH2:24]3)=[O:22])=[CH:5][N:6]=2)=[C:16]([CH3:17])[O:15][N:14]=1)[CH2:19][CH2:20][CH3:21]. The yield is 0.170. (6) The reactants are [CH3:1][O:2][C:3](=[O:14])[C:4]1[CH:12]=[C:11]([I:13])[CH:10]=[C:6]([C:7](O)=[O:8])[CH:5]=1.[CH3:15][NH:16][CH3:17].F[P-](F)(F)(F)(F)F.N1(OC(N(C)C)=[N+](C)C)C2N=CC=CC=2N=N1.C(N(C(C)C)CC)(C)C. The catalyst is CN(C)C=O. The product is [CH3:1][O:2][C:3](=[O:14])[C:4]1[CH:12]=[C:11]([I:13])[CH:10]=[C:6]([C:7]([N:16]([CH3:17])[CH3:15])=[O:8])[CH:5]=1. The yield is 0.750. (7) The reactants are Br[C:2]1[CH:3]=[C:4]([CH:18]=[CH:19][CH:20]=1)[CH2:5][NH:6][C:7](=[O:17])[O:8][CH:9]1[CH:14]2[CH2:15][CH2:16][N:11]([CH2:12][CH2:13]2)[CH2:10]1.[C:21]1(B(O)O)[CH:26]=[CH:25][CH:24]=[CH:23][CH:22]=1. No catalyst specified. The product is [C:2]1([C:21]2[CH:26]=[CH:25][CH:24]=[CH:23][CH:22]=2)[CH:20]=[CH:19][CH:18]=[C:4]([CH2:5][NH:6][C:7](=[O:17])[O:8][CH:9]2[CH:14]3[CH2:15][CH2:16][N:11]([CH2:12][CH2:13]3)[CH2:10]2)[CH:3]=1. The yield is 0.470. (8) The reactants are [H-].[Na+].[O:3]=[C:4]([CH3:13])[CH2:5][C:6]([O:8][C:9]([CH3:12])([CH3:11])[CH3:10])=[O:7].Br[CH2:15][C:16]([C:18]1[C:23]([O:24][C:25]2[CH:30]=[CH:29][CH:28]=[CH:27][CH:26]=2)=[CH:22][CH:21]=[CH:20][C:19]=1[N+:31]([O-:33])=[O:32])=[O:17]. The catalyst is O1CCCC1. The product is [C:4]([CH:5]([CH2:15][C:16]([C:18]1[C:23]([O:24][C:25]2[CH:30]=[CH:29][CH:28]=[CH:27][CH:26]=2)=[CH:22][CH:21]=[CH:20][C:19]=1[N+:31]([O-:33])=[O:32])=[O:17])[C:6]([O:8][C:9]([CH3:12])([CH3:11])[CH3:10])=[O:7])(=[O:3])[CH3:13]. The yield is 0.690. (9) The reactants are [F:1][C:2]1[CH:7]=[C:6]([F:8])[CH:5]=[CH:4][C:3]=1[CH2:9][C:10](=O)[CH2:11][C:12]([O:14][CH2:15][CH:16]=[CH2:17])=[O:13].C([O-])(=O)C.[NH4+:23].O. The catalyst is C1(C)C=CC=CC=1. The product is [NH2:23]/[C:10](/[CH2:9][C:3]1[CH:4]=[CH:5][C:6]([F:8])=[CH:7][C:2]=1[F:1])=[CH:11]/[C:12]([O:14][CH2:15][CH:16]=[CH2:17])=[O:13]. The yield is 1.00.